Dataset: Forward reaction prediction with 1.9M reactions from USPTO patents (1976-2016). Task: Predict the product of the given reaction. (1) Given the reactants C(OC([NH:8][CH2:9][C@H:10]1[CH2:15][CH2:14][C@H:13]([C:16]([NH:18][C@H:19]([C:49](=[O:69])[NH:50][C:51]2[CH:56]=[CH:55][C:54]([C:57]3[NH:61][N:60]=[C:59]([C:62]([F:68])([F:67])[C:63]([F:66])([F:65])[F:64])[N:58]=3)=[CH:53][CH:52]=2)[CH2:20][C:21]2[CH:26]=[CH:25][C:24]([C:27]3[CH:32]=[CH:31][C:30]([C:33]([NH:35][C@@H:36]4[CH2:40][CH2:39][N:38](C(OC(C)(C)C)=O)[CH2:37]4)=[O:34])=[CH:29][C:28]=3[CH3:48])=[CH:23][CH:22]=2)=[O:17])[CH2:12][CH2:11]1)=O)(C)(C)C.[ClH:70], predict the reaction product. The product is: [ClH:70].[NH2:8][CH2:9][C@H:10]1[CH2:11][CH2:12][C@H:13]([C:16]([NH:18][C@H:19]([C:49](=[O:69])[NH:50][C:51]2[CH:52]=[CH:53][C:54]([C:57]3[NH:61][N:60]=[C:59]([C:62]([F:68])([F:67])[C:63]([F:66])([F:64])[F:65])[N:58]=3)=[CH:55][CH:56]=2)[CH2:20][C:21]2[CH:26]=[CH:25][C:24]([C:27]3[CH:32]=[CH:31][C:30]([C:33]([NH:35][C@@H:36]4[CH2:40][CH2:39][NH:38][CH2:37]4)=[O:34])=[CH:29][C:28]=3[CH3:48])=[CH:23][CH:22]=2)=[O:17])[CH2:14][CH2:15]1. (2) Given the reactants C(OC([N:8]1[CH:13]([CH3:14])[CH2:12][N:11]([C:15](=[O:30])[C:16]2[CH:21]=[CH:20][C:19]([C:22]3[CH:23]=[N:24][C:25]([NH2:29])=[C:26]([OH:28])[CH:27]=3)=[CH:18][CH:17]=2)[CH2:10][CH:9]1[CH3:31])=O)(C)(C)C.Br[CH:33]([C:35]1[CH:40]=[CH:39][CH:38]=[CH:37][C:36]=1[C:41]([F:44])([F:43])[F:42])[CH3:34].C([O-])([O-])=O.[Cs+].[Cs+].O, predict the reaction product. The product is: [NH2:29][C:25]1[N:24]=[CH:23][C:22]([C:19]2[CH:18]=[CH:17][C:16]([C:15]([N:11]3[CH2:10][CH:9]([CH3:31])[NH:8][CH:13]([CH3:14])[CH2:12]3)=[O:30])=[CH:21][CH:20]=2)=[CH:27][C:26]=1[O:28][CH:33]([C:35]1[CH:40]=[CH:39][CH:38]=[CH:37][C:36]=1[C:41]([F:42])([F:43])[F:44])[CH3:34].